This data is from Catalyst prediction with 721,799 reactions and 888 catalyst types from USPTO. The task is: Predict which catalyst facilitates the given reaction. (1) Reactant: N1CCCCC1.C1C2C(COC(=O)[NH:23][CH2:24][CH2:25][CH2:26][CH2:27][CH2:28][CH2:29][CH2:30][CH2:31][CH2:32][CH2:33][C:34](=[O:69])[NH:35][C:36]3[CH:41]=[CH:40][CH:39]=[C:38]([CH3:42])[C:37]=3[C:43]3[CH:48]=[CH:47][CH:46]=[C:45]([S:49]([C:52]4[CH:56]=[C:55]([C:57]([NH:59][C:60]([O:62][C:63]([CH3:66])([CH3:65])[CH3:64])=[O:61])=[NH:58])[S:54][C:53]=4[S:67][CH3:68])(=[O:51])=[O:50])[CH:44]=3)C3C(=CC=CC=3)C=2C=CC=1. Product: [C:63]([O:62][C:60](=[O:61])[NH:59][C:57]([C:55]1[S:54][C:53]([S:67][CH3:68])=[C:52]([S:49]([C:45]2[CH:44]=[C:43]([C:37]3[C:38]([CH3:42])=[CH:39][CH:40]=[CH:41][C:36]=3[NH:35][C:34](=[O:69])[CH2:33][CH2:32][CH2:31][CH2:30][CH2:29][CH2:28][CH2:27][CH2:26][CH2:25][CH2:24][NH2:23])[CH:48]=[CH:47][CH:46]=2)(=[O:51])=[O:50])[CH:56]=1)=[NH:58])([CH3:66])([CH3:65])[CH3:64]. The catalyst class is: 3. (2) Reactant: O[C:2]1[CH:3]=[C:4]([CH:7]=[C:8](O)[CH:9]=1)[CH2:5][OH:6].C(O)C1C=CC=CC=1.[C:19]([O-:27])(=[O:26])[C:20]1[CH:25]=[CH:24][CH:23]=[CH:22][CH:21]=1. Product: [C:5]([O:27][C:19](=[O:26])[C:20]1[CH:25]=[CH:24][CH:23]=[CH:22][CH:21]=1)(=[O:6])[C:4]1[CH:7]=[CH:8][CH:9]=[CH:2][CH:3]=1. The catalyst class is: 377. (3) Product: [CH3:35][N:36]([CH3:40])[C:37](=[O:38])[NH:39][C:2]1[CH:7]=[C:6]([CH2:8][NH:9][C:10]2[CH:28]=[CH:27][CH:26]=[CH:25][C:11]=2[C:12]([NH:14][C:15]2[N:16]=[CH:17][C:18]3[C:23]([CH:24]=2)=[CH:22][CH:21]=[CH:20][CH:19]=3)=[O:13])[CH:5]=[CH:4][N:3]=1. Reactant: Br[C:2]1[CH:7]=[C:6]([CH2:8][NH:9][C:10]2[CH:28]=[CH:27][CH:26]=[CH:25][C:11]=2[C:12]([NH:14][C:15]2[N:16]=[CH:17][C:18]3[C:23]([CH:24]=2)=[CH:22][CH:21]=[CH:20][CH:19]=3)=[O:13])[CH:5]=[CH:4][N:3]=1.C(=O)([O-])[O-].[Cs+].[Cs+].[CH3:35][N:36]([CH3:40])[C:37]([NH2:39])=[O:38].CC1(C)C2C(=C(P(C3C=CC=CC=3)C3C=CC=CC=3)C=CC=2)OC2C(P(C3C=CC=CC=3)C3C=CC=CC=3)=CC=CC1=2. The catalyst class is: 258.